From a dataset of Full USPTO retrosynthesis dataset with 1.9M reactions from patents (1976-2016). Predict the reactants needed to synthesize the given product. (1) Given the product [OH:26][CH:5]1[C:6]([C:15]2[C:16]([O:22][CH3:23])=[CH:17][C:18]([O:20][CH3:21])=[CH:19][C:14]=2[O:13][CH3:12])=[CH:7][CH2:8][N:3]([CH3:2])[CH2:4]1, predict the reactants needed to synthesize it. The reactants are: Br.[CH3:2][N:3]1[CH2:8][CH2:7][C:6](=O)[CH2:5][CH2:4]1.BrBr.[CH3:12][O:13][C:14]1[CH:19]=[C:18]([O:20][CH3:21])[CH:17]=[C:16]([O:22][CH3:23])[CH:15]=1.C(OC(=O)C)(=[O:26])C.[OH-].[Na+]. (2) Given the product [CH2:21]([O:23][C:24](=[O:27])[CH2:25][NH:1][C@H:2]1[CH2:3][CH2:4][C@@H:5]([O:8][C:9]2[CH:10]=[C:11]3[C:16](=[CH:17][C:18]=2[Cl:19])[C:15](=[O:20])[NH:14][CH:13]=[CH:12]3)[CH2:6][CH2:7]1)[CH3:22], predict the reactants needed to synthesize it. The reactants are: [NH2:1][C@@H:2]1[CH2:7][CH2:6][C@H:5]([O:8][C:9]2[CH:10]=[C:11]3[C:16](=[CH:17][C:18]=2[Cl:19])[C:15](=[O:20])[NH:14][CH:13]=[CH:12]3)[CH2:4][CH2:3]1.[CH2:21]([O:23][C:24](=[O:27])[CH:25]=O)[CH3:22].C([BH3-])#N.[Na+]. (3) The reactants are: [F:1][C:2]([F:14])([O:6][C:7]1[CH:12]=[CH:11][C:10]([CH3:13])=[CH:9][CH:8]=1)[CH:3]([F:5])[F:4].[Br:15]N1C(=O)CCC1=O. Given the product [F:1][C:2]([F:14])([O:6][C:7]1[CH:12]=[CH:11][C:10]([CH2:13][Br:15])=[CH:9][CH:8]=1)[CH:3]([F:4])[F:5], predict the reactants needed to synthesize it. (4) Given the product [Cl:22][C:6]1[CH:5]=[N+:4]([O-:23])[CH:3]=[C:2]([Cl:1])[C:7]=1[CH2:8][C@@H:9]([C:11]1[CH:16]=[CH:15][C:14]([O:17][CH:18]([F:20])[F:19])=[C:13]([O:21][CH3:24])[CH:12]=1)[OH:10], predict the reactants needed to synthesize it. The reactants are: [Cl:1][C:2]1[CH:3]=[N+:4]([O-:23])[CH:5]=[C:6]([Cl:22])[C:7]=1[CH2:8][C@@H:9]([C:11]1[CH:16]=[CH:15][C:14]([O:17][CH:18]([F:20])[F:19])=[C:13]([OH:21])[CH:12]=1)[OH:10].[C:24]([O-])([O-])=O.[K+].[K+].IC.O.